From a dataset of Full USPTO retrosynthesis dataset with 1.9M reactions from patents (1976-2016). Predict the reactants needed to synthesize the given product. (1) Given the product [N+:9]([C:6]1[CH:7]=[CH:8][C:3]([OH:2])=[C:4]([C:12]([F:13])([F:14])[F:15])[CH:5]=1)([O-:11])=[O:10], predict the reactants needed to synthesize it. The reactants are: C[O:2][C:3]1[CH:8]=[CH:7][C:6]([N+:9]([O-:11])=[O:10])=[CH:5][C:4]=1[C:12]([F:15])([F:14])[F:13].[Cl-].[Li+].[OH-].[Na+]. (2) Given the product [CH2:1]([O:3][C:4]([N:6]1[CH2:28][CH2:27][C:10]2[C:11]3[C:12]([Cl:37])([C:20]4[CH:25]=[CH:24][CH:23]=[CH:22][CH:21]=4)[C:13]([F:19])([F:18])[CH2:14][C:15]=3[CH:16]=[CH:17][C:9]=2[CH2:8][CH2:7]1)=[O:5])[CH3:2], predict the reactants needed to synthesize it. The reactants are: [CH2:1]([O:3][C:4]([N:6]1[CH2:28][CH2:27][C:10]2[C:11]3[C:12](O)([C:20]4[CH:25]=[CH:24][CH:23]=[CH:22][CH:21]=4)[C:13]([F:19])([F:18])[CH2:14][C:15]=3[CH:16]=[CH:17][C:9]=2[CH2:8][CH2:7]1)=[O:5])[CH3:2].N1C=CC=CC=1.S(Cl)([Cl:37])=O. (3) Given the product [Cl:13][CH2:14]/[C:15](/[C:25]1[CH:26]=[C:27]([F:33])[C:28]([F:32])=[C:29]([F:31])[CH:30]=1)=[CH:16]\[C:17]1[CH:22]=[CH:21][C:20]([F:23])=[CH:19][CH:18]=1, predict the reactants needed to synthesize it. The reactants are: C(OC(=O)C)(=O)C.S(=O)(=O)(O)O.[Cl:13][CH2:14][C:15]([C:25]1[CH:30]=[C:29]([F:31])[C:28]([F:32])=[C:27]([F:33])[CH:26]=1)(O)[CH2:16][C:17]1[CH:22]=[CH:21][C:20]([F:23])=[CH:19][CH:18]=1.[Cl-].[Na+].[OH-].[Na+]. (4) Given the product [CH:20]1([NH:23][C:24]([C:25]2[CH:30]=[CH:29][C:28]([CH3:31])=[C:27]([N:32]3[C:41](=[O:42])[C:40]4[C:35](=[CH:36][CH:37]=[C:38](/[CH:47]=[CH:46]/[C:45]([O:49][CH3:50])=[O:48])[CH:39]=4)[N:34]=[CH:33]3)[CH:26]=2)=[O:44])[CH2:22][CH2:21]1, predict the reactants needed to synthesize it. The reactants are: C1(P(C2C=CC=CC=2)C2C=CC=CC=2)C=CC=CC=1.[CH:20]1([NH:23][C:24](=[O:44])[C:25]2[CH:30]=[CH:29][C:28]([CH3:31])=[C:27]([N:32]3[C:41](=[O:42])[C:40]4[C:35](=[CH:36][CH:37]=[C:38](I)[CH:39]=4)[N:34]=[CH:33]3)[CH:26]=2)[CH2:22][CH2:21]1.[C:45]([O:49][CH3:50])(=[O:48])[CH:46]=[CH2:47].C(N(CC)CC)C. (5) Given the product [F:1][C:2]1[C:3]([NH:10][C:11]2[C:16]([C:17]3[N:25]=[CH:24][N:23]=[C:22]4[C:18]=3[N:19]=[CH:20][N:21]4[CH:26]3[CH2:31][CH2:30][CH2:29][CH2:28][O:27]3)=[CH:15][CH:14]=[CH:13][N:12]=2)=[C:4]([F:9])[CH:5]=[CH:6][C:7]=1[NH:8][S:38]([N:32]1[CH2:37][CH2:36][O:35][CH2:34][CH2:33]1)(=[O:40])=[O:39], predict the reactants needed to synthesize it. The reactants are: [F:1][C:2]1[C:7]([NH2:8])=[CH:6][CH:5]=[C:4]([F:9])[C:3]=1[NH:10][C:11]1[C:16]([C:17]2[N:25]=[CH:24][N:23]=[C:22]3[C:18]=2[N:19]=[CH:20][N:21]3[CH:26]2[CH2:31][CH2:30][CH2:29][CH2:28][O:27]2)=[CH:15][CH:14]=[CH:13][N:12]=1.[N:32]1([S:38](Cl)(=[O:40])=[O:39])[CH2:37][CH2:36][O:35][CH2:34][CH2:33]1.N1C=CC=CC=1. (6) Given the product [Cl:30][C:6]1[C:5]2[C:10](=[CH:11][C:12]([O:13][CH3:14])=[C:3]([O:2][CH3:1])[CH:4]=2)[N:9]2[N:15]=[N:16][C:17]([S:18]([C:21]3[CH:26]=[CH:25][CH:24]=[CH:23][CH:22]=3)(=[O:20])=[O:19])=[C:8]2[N:7]=1, predict the reactants needed to synthesize it. The reactants are: [CH3:1][O:2][C:3]1[CH:4]=[C:5]2[C:10](=[CH:11][C:12]=1[O:13][CH3:14])[N:9]1[N:15]=[N:16][C:17]([S:18]([C:21]3[CH:26]=[CH:25][CH:24]=[CH:23][CH:22]=3)(=[O:20])=[O:19])=[C:8]1[NH:7][C:6]2=O.O=P(Cl)(Cl)[Cl:30].